From a dataset of Catalyst prediction with 721,799 reactions and 888 catalyst types from USPTO. Predict which catalyst facilitates the given reaction. (1) Reactant: C(OC(=O)[NH:7][C:8]1[CH:13]=[C:12]([O:14][CH2:15][C:16]([F:19])([F:18])[F:17])[C:11]([C:20]([F:23])([F:22])[F:21])=[CH:10][C:9]=1[NH:24][C:25](=[O:45])[CH2:26][C:27]([C:29]1[CH:34]=[CH:33][CH:32]=[C:31]([C:35]2[CH:36]=[N:37][C:38]([CH:42]3[CH2:44][CH2:43]3)=[CH:39][C:40]=2[CH3:41])[CH:30]=1)=O)(C)(C)C.C(O)(C(F)(F)F)=O. Product: [CH:42]1([C:38]2[N:37]=[CH:36][C:35]([C:31]3[CH:30]=[C:29]([C:27]4[CH2:26][C:25](=[O:45])[NH:24][C:9]5[CH:10]=[C:11]([C:20]([F:21])([F:22])[F:23])[C:12]([O:14][CH2:15][C:16]([F:19])([F:17])[F:18])=[CH:13][C:8]=5[N:7]=4)[CH:34]=[CH:33][CH:32]=3)=[C:40]([CH3:41])[CH:39]=2)[CH2:43][CH2:44]1. The catalyst class is: 2. (2) Reactant: [H-].[Na+].[Br:3][C:4]1[CH:5]=[C:6]([OH:11])[CH:7]=[C:8]([Br:10])[CH:9]=1.[CH3:12][O:13][CH2:14]Cl. Product: [Br:3][C:4]1[CH:5]=[C:6]([O:11][CH2:12][O:13][CH3:14])[CH:7]=[C:8]([Br:10])[CH:9]=1. The catalyst class is: 1. (3) Reactant: [CH2:1]([O:8][C:9]([NH:11][C:12]([CH2:22][OH:23])([CH2:18][CH2:19][CH:20]=[CH2:21])[C:13]([O:15][CH2:16][CH3:17])=[O:14])=[O:10])[C:2]1[CH:7]=[CH:6][CH:5]=[CH:4][CH:3]=1.CO[C:26](OC)([CH3:28])[CH3:27].C1(C)C=CC(S(O)(=O)=O)=CC=1. Product: [CH2:18]([C:12]1([C:13]([O:15][CH2:16][CH3:17])=[O:14])[CH2:22][O:23][C:26]([CH3:28])([CH3:27])[N:11]1[C:9]([O:8][CH2:1][C:2]1[CH:3]=[CH:4][CH:5]=[CH:6][CH:7]=1)=[O:10])[CH2:19][CH:20]=[CH2:21]. The catalyst class is: 11. (4) Reactant: [C:1]12([CH2:11][OH:12])[CH2:10][CH:5]3[CH2:6][CH:7]([CH2:9][CH:3]([CH2:4]3)[CH2:2]1)[CH2:8]2.[H-].[Na+].Cl[C:16]1[CH:21]=[CH:20][N+:19]([O-:22])=[CH:18][CH:17]=1. Product: [C:1]12([CH2:11][O:12][C:16]3[CH:21]=[CH:20][N+:19]([O-:22])=[CH:18][CH:17]=3)[CH2:8][CH:7]3[CH2:6][CH:5]([CH2:4][CH:3]([CH2:9]3)[CH2:2]1)[CH2:10]2. The catalyst class is: 3. (5) Reactant: [CH3:1][C:2]1[C:6]([C:7]2[CH:8]=[C:9]3[C:13](=[CH:14][CH:15]=2)[NH:12][C:11](=[O:16])[C:10]3([C:23]2[CH:28]=[CH:27][CH:26]=[CH:25][CH:24]=2)[N:17]2[CH2:22][CH2:21][NH:20][CH2:19][CH2:18]2)=[C:5]([CH3:29])[O:4][N:3]=1.Br[CH2:31][C:32]([O:34][CH2:35][CH3:36])=[O:33].C(=O)([O-])[O-].[K+].[K+].[NH4+].[Cl-]. Product: [CH3:1][C:2]1[C:6]([C:7]2[CH:8]=[C:9]3[C:13](=[CH:14][CH:15]=2)[NH:12][C:11](=[O:16])[C:10]3([N:17]2[CH2:22][CH2:21][N:20]([CH2:31][C:32]([O:34][CH2:35][CH3:36])=[O:33])[CH2:19][CH2:18]2)[C:23]2[CH:24]=[CH:25][CH:26]=[CH:27][CH:28]=2)=[C:5]([CH3:29])[O:4][N:3]=1. The catalyst class is: 3. (6) Reactant: [CH3:1][O:2][C:3]1[CH:10]=[C:9]([O:11][CH3:12])[CH:8]=[CH:7][C:4]=1[CH:5]=O.C(O)(=O)[CH2:14][C:15]([OH:17])=[O:16].N1CCCCC1.Cl. Product: [CH3:1][O:2][C:3]1[CH:10]=[C:9]([O:11][CH3:12])[CH:8]=[CH:7][C:4]=1/[CH:5]=[CH:14]/[C:15]([OH:17])=[O:16]. The catalyst class is: 803. (7) Reactant: C[O:2][C:3](=[O:36])[CH:4]([CH3:35])[CH2:5][P:6]([C@@H:9]([NH:17][C:18](=[O:34])[C:19]1[CH:24]=[CH:23][CH:22]=[C:21]([C:25](=[O:33])[N:26]([CH2:30][CH2:31][CH3:32])[CH2:27][CH2:28][CH3:29])[CH:20]=1)[CH2:10][C:11]1[CH:16]=[CH:15][CH:14]=[CH:13][CH:12]=1)([OH:8])=[O:7].O[Li].O. Product: [CH2:30]([N:26]([CH2:27][CH2:28][CH3:29])[C:25]([C:21]1[CH:20]=[C:19]([CH:24]=[CH:23][CH:22]=1)[C:18]([NH:17][C@H:9]([P:6]([OH:8])([CH2:5][CH:4]([CH3:35])[C:3]([OH:36])=[O:2])=[O:7])[CH2:10][C:11]1[CH:16]=[CH:15][CH:14]=[CH:13][CH:12]=1)=[O:34])=[O:33])[CH2:31][CH3:32]. The catalyst class is: 24. (8) Reactant: [CH:1]([N:4]1[C:8]([C:9]2[CH:10]=[C:11]([NH2:17])[CH:12]=[CH:13][C:14]=2[O:15][CH3:16])=[CH:7][CH:6]=[N:5]1)([CH3:3])[CH3:2].[Cl:18][C:19]1[CH:20]=[C:21]([N:26]=[C:27]=[O:28])[CH:22]=[CH:23][C:24]=1[F:25]. Product: [Cl:18][C:19]1[CH:20]=[C:21]([NH:26][C:27]([NH:17][C:11]2[CH:12]=[CH:13][C:14]([O:15][CH3:16])=[C:9]([C:8]3[N:4]([CH:1]([CH3:3])[CH3:2])[N:5]=[CH:6][CH:7]=3)[CH:10]=2)=[O:28])[CH:22]=[CH:23][C:24]=1[F:25]. The catalyst class is: 2.